From a dataset of KCNQ2 potassium channel screen with 302,405 compounds. Binary Classification. Given a drug SMILES string, predict its activity (active/inactive) in a high-throughput screening assay against a specified biological target. (1) The drug is Clc1ccc(C2C(CN(C2)c2ccccc2)C(=O)c2ccccc2)cc1. The result is 0 (inactive). (2) The drug is s1c2c(c(=O)c3c1cccc3)c(OC)c(OC)cc2. The result is 0 (inactive). (3) The compound is O=C(N1CCC(CC1)C(=O)NC(C)C(=O)NCc1ccc(cc1)C)C(N)CC(C)C. The result is 0 (inactive). (4) The result is 0 (inactive). The molecule is Fc1cc(CCN2C(C(CC)C)CNCC2)ccc1. (5) The drug is Fc1ccc(CCN2C(=O)/C(=C/NN3CCCCC3)C(=O)NC2=O)cc1. The result is 0 (inactive). (6) The molecule is S(Cc1oc(cc1C(O)=O)C)c1[nH]ncn1. The result is 0 (inactive). (7) The result is 0 (inactive). The drug is O(CCCC(=O)NCc1ccccc1)c1ccc(CC)cc1. (8) The drug is O\C(=C1\C(N(C(=O)C1=O)C)c1ccc(OC)cc1)c1ccccc1. The result is 0 (inactive). (9) The compound is S(c1n(nnn1)C1CCCC1)CC(=O)c1cc2OCCOc2cc1. The result is 0 (inactive).